Task: Binary Classification. Given a drug SMILES string, predict its activity (active/inactive) in a high-throughput screening assay against a specified biological target.. Dataset: HIV replication inhibition screening data with 41,000+ compounds from the AIDS Antiviral Screen (1) The compound is CC(=O)NC1=CC(=O)C=C(Cl)C1=O. The result is 0 (inactive). (2) The compound is c1ccc([PH](CCN2Cc3ccccc3C2)(c2ccccc2)c2ccccc2)cc1. The result is 0 (inactive). (3) The drug is COc1cccc(N2C(=O)C3C4C=C5c6ccccc6N(c6ccccc6)C5(C3C2=O)C2C(=O)N(c3cccc(OC)c3)C(=O)C42)c1. The result is 0 (inactive).